From a dataset of Catalyst prediction with 721,799 reactions and 888 catalyst types from USPTO. Predict which catalyst facilitates the given reaction. (1) Reactant: [H-].[Na+].[Br:3][C:4]1[C:15]2[O:14][C:11]3([CH2:13][CH2:12]3)[C:10](=[O:16])[NH:9][C:8]=2[CH:7]=[C:6]([S:17]([CH3:20])(=[O:19])=[O:18])[CH:5]=1.[CH3:21]I. Product: [Br:3][C:4]1[C:15]2[O:14][C:11]3([CH2:13][CH2:12]3)[C:10](=[O:16])[N:9]([CH3:21])[C:8]=2[CH:7]=[C:6]([S:17]([CH3:20])(=[O:19])=[O:18])[CH:5]=1. The catalyst class is: 9. (2) Reactant: [OH:1][C:2]1[CH:12]=[CH:11][C:5]([C:6]([O:8]CC)=[O:7])=[CH:4][CH:3]=1.[CH3:13][C:14]([CH3:18])=[CH:15][CH2:16]Br.C(=O)([O-])[O-].[K+].[K+]. Product: [CH3:13][C:14]([CH3:18])=[CH:15][CH2:16][O:1][C:2]1[CH:3]=[CH:4][C:5]([C:6]([OH:8])=[O:7])=[CH:11][CH:12]=1. The catalyst class is: 131. (3) Reactant: [N:1]1[N:2]=[C:3]([C:10]2[CH:19]=[CH:18][C:17]3[C:12](=[C:13]([O:20][CH:21]4[CH2:26][CH2:25][NH:24][CH2:23][CH2:22]4)[CH:14]=[CH:15][CH:16]=3)[N:11]=2)[N:4]2[CH:9]=[CH:8][CH:7]=[CH:6][C:5]=12.CCN(C(C)C)C(C)C.[Si]([N:40]=[C:41]=[O:42])(C)(C)C. The catalyst class is: 64. Product: [N:1]1[N:2]=[C:3]([C:10]2[CH:19]=[CH:18][C:17]3[C:12](=[C:13]([O:20][CH:21]4[CH2:26][CH2:25][N:24]([C:41]([NH2:40])=[O:42])[CH2:23][CH2:22]4)[CH:14]=[CH:15][CH:16]=3)[N:11]=2)[N:4]2[CH:9]=[CH:8][CH:7]=[CH:6][C:5]=12. (4) Reactant: Br[CH2:2][C:3]1[CH:8]=[C:7]([C:9]([F:12])([F:11])[F:10])[CH:6]=[CH:5][C:4]=1[C:13]1[CH:14]=[C:15]([C:21]2[CH:26]=[CH:25][C:24]([C:27]([O:29][CH3:30])=[O:28])=[CH:23][C:22]=2[CH3:31])[CH:16]=[CH:17][C:18]=1[O:19][CH3:20].[F:32][C:33]([F:53])([F:52])[C:34]1[CH:35]=[C:36]([C@H:44]2[O:49][C:48](=[O:50])[NH:47][C@@H:46]([CH3:51])[CH2:45]2)[CH:37]=[C:38]([C:40]([F:43])([F:42])[F:41])[CH:39]=1.CC(C)([O-])C.[K+]. Product: [F:53][C:33]([F:32])([F:52])[C:34]1[CH:35]=[C:36]([C@H:44]2[O:49][C:48](=[O:50])[N:47]([CH2:2][C:3]3[CH:8]=[C:7]([C:9]([F:12])([F:11])[F:10])[CH:6]=[CH:5][C:4]=3[C:13]3[CH:14]=[C:15]([C:21]4[CH:26]=[CH:25][C:24]([C:27]([O:29][CH3:30])=[O:28])=[CH:23][C:22]=4[CH3:31])[CH:16]=[CH:17][C:18]=3[O:19][CH3:20])[C@@H:46]([CH3:51])[CH2:45]2)[CH:37]=[C:38]([C:40]([F:41])([F:42])[F:43])[CH:39]=1. The catalyst class is: 3.